This data is from Forward reaction prediction with 1.9M reactions from USPTO patents (1976-2016). The task is: Predict the product of the given reaction. (1) Given the reactants [F:1][C:2]1[C:3]([F:15])=[C:4]2[O:8][C:7]([CH3:9])=[CH:6][C:5]2=[C:10]([CH:13]=O)[C:11]=1[OH:12].[CH:16](B(O)O)=[CH:17][CH2:18][CH2:19][CH2:20][CH2:21][CH3:22].C(NCC1C=CC=CC=1)C1C=CC=CC=1.O, predict the reaction product. The product is: [F:15][C:3]1[C:2]([F:1])=[C:11]2[C:10]([CH:13]=[CH:16][CH:17]([CH2:18][CH2:19][CH2:20][CH2:21][CH3:22])[O:12]2)=[C:5]2[CH:6]=[C:7]([CH3:9])[O:8][C:4]=12. (2) Given the reactants C([C:3]1[CH:8]=[CH:7][CH:6]=[CH:5][C:4]=1[N:9]1[CH2:14][CH2:13][NH:12][CH2:11][CH2:10]1)#N.[OH-].[K+].Cl.[C:18]([O-:21])(O)=[O:19].[Na+].[CH3:35][C:34]([O:33][C:31](O[C:31]([O:33][C:34]([CH3:37])([CH3:36])[CH3:35])=[O:32])=[O:32])([CH3:37])[CH3:36], predict the reaction product. The product is: [C:31]([N:12]1[CH2:13][CH2:14][N:9]([C:4]2[CH:5]=[CH:6][CH:7]=[CH:8][C:3]=2[C:18]([OH:21])=[O:19])[CH2:10][CH2:11]1)([O:33][C:34]([CH3:35])([CH3:36])[CH3:37])=[O:32]. (3) Given the reactants [CH3:1][C:2]1[S:3][C:4]([C:29]2[CH:30]=[C:31]([CH3:35])[CH:32]=[CH:33][CH:34]=2)=[C:5]([C:7]([N:9]2[CH2:14][C@H:13]3[C@H:11]([CH2:12]3)[C@H:10]2[CH2:15][NH:16][C:17]([C:19]2[CH:20]=[CH:21][CH:22]=[C:23]3[S:27][C:26](Cl)=[N:25][C:24]=23)=[O:18])=[O:8])[N:6]=1, predict the reaction product. The product is: [CH3:1][C:2]1[S:3][C:4]([C:29]2[CH:30]=[C:31]([CH3:35])[CH:32]=[CH:33][CH:34]=2)=[C:5]([C:7]([N:9]2[CH2:14][C@H:13]3[C@H:11]([CH2:12]3)[C@H:10]2[CH2:15][NH:16][C:17]([C:19]2[CH:20]=[CH:21][CH:22]=[C:23]3[S:27][CH:26]=[N:25][C:24]=23)=[O:18])=[O:8])[N:6]=1. (4) Given the reactants C1(P(C2CCCCC2)C2C=CC=CC=2C2C(C(C)C)=CC(C(C)C)=CC=2C(C)C)CCCCC1.[O:35]1[CH2:40][CH2:39][N:38]([C:41]2[C:46]([NH2:47])=[CH:45][C:44]([N:48]3[CH2:53][CH2:52][O:51][CH2:50][CH2:49]3)=[CH:43][N:42]=2)[CH2:37][CH2:36]1.Cl[C:55]1[C:64]2[C:59](=[CH:60][C:61]([F:66])=[CH:62][C:63]=2[F:65])[N:58]=[C:57]([C:67]2[CH:68]=[N:69][CH:70]=[CH:71][C:72]=2[CH3:73])[C:56]=1[CH3:74].CC(C)([O-])C.[Na+], predict the reaction product. The product is: [O:35]1[CH2:40][CH2:39][N:38]([C:41]2[C:46]([NH:47][C:55]3[C:64]4[C:59](=[CH:60][C:61]([F:66])=[CH:62][C:63]=4[F:65])[N:58]=[C:57]([C:67]4[CH:68]=[N:69][CH:70]=[CH:71][C:72]=4[CH3:73])[C:56]=3[CH3:74])=[CH:45][C:44]([N:48]3[CH2:49][CH2:50][O:51][CH2:52][CH2:53]3)=[CH:43][N:42]=2)[CH2:37][CH2:36]1.